This data is from Forward reaction prediction with 1.9M reactions from USPTO patents (1976-2016). The task is: Predict the product of the given reaction. (1) Given the reactants [C:1]([C:3]1[CH:26]=[CH:25][CH:24]=[CH:23][C:4]=1[O:5][C:6]1[CH:7]=[N:8][N:9]([CH:13]([CH2:17][CH:18]2[CH2:22][CH2:21][CH2:20][CH2:19]2)[C:14](O)=[O:15])[C:10](=[O:12])[CH:11]=1)#[N:2].[NH2:27][C:28]1[CH:32]=[CH:31][N:30]([CH2:33][C:34]([CH3:37])([OH:36])[CH3:35])[N:29]=1, predict the reaction product. The product is: [C:1]([C:3]1[CH:26]=[CH:25][CH:24]=[CH:23][C:4]=1[O:5][C:6]1[CH:7]=[N:8][N:9]([CH:13]([CH2:17][CH:18]2[CH2:19][CH2:20][CH2:21][CH2:22]2)[C:14]([NH:27][C:28]2[CH:32]=[CH:31][N:30]([CH2:33][C:34]([OH:36])([CH3:35])[CH3:37])[N:29]=2)=[O:15])[C:10](=[O:12])[CH:11]=1)#[N:2]. (2) Given the reactants F[C:2]1[CH:3]=[C:4]([CH:7]=[CH:8][CH:9]=1)[C:5]#[N:6].[F:10][C:11]([F:20])([F:19])[C:12]1[CH:17]=[CH:16][CH:15]=[CH:14][C:13]=1[OH:18].C(=O)([O-])[O-].[Cs+].[Cs+].Cl, predict the reaction product. The product is: [F:10][C:11]([F:19])([F:20])[C:12]1[CH:17]=[CH:16][CH:15]=[CH:14][C:13]=1[O:18][C:2]1[CH:3]=[C:4]([CH:7]=[CH:8][CH:9]=1)[C:5]#[N:6].